This data is from Forward reaction prediction with 1.9M reactions from USPTO patents (1976-2016). The task is: Predict the product of the given reaction. (1) Given the reactants [CH:1]12[CH2:10][CH:5]3[CH2:6][CH:7]([CH2:9][CH:3]([CH2:4]3)[CH:2]1[NH:11][C:12]([NH:14][CH:15]([CH2:21][C:22]1[CH:27]=[CH:26][CH:25]=[CH:24][CH:23]=1)[C:16](=O)[CH:17]([CH3:19])[CH3:18])=[O:13])[CH2:8]2.Cl.[Na+].[Cl-], predict the reaction product. The product is: [CH:1]12[CH2:10][CH:5]3[CH2:6][CH:7]([CH2:9][CH:3]([CH2:4]3)[CH:2]1[N:11]1[C:16]([CH:17]([CH3:19])[CH3:18])=[C:15]([CH2:21][C:22]3[CH:27]=[CH:26][CH:25]=[CH:24][CH:23]=3)[NH:14][C:12]1=[O:13])[CH2:8]2. (2) Given the reactants Br[C:2]1[CH:3]=[N:4][CH:5]=[CH:6][C:7]=1[N:8]1[CH2:13][CH2:12][CH:11]([C:14]([NH2:16])=[O:15])[CH2:10][CH2:9]1.[CH:17]1(B(O)O)[CH2:19][CH2:18]1.C(=O)([O-])[O-].[Na+].[Na+], predict the reaction product. The product is: [CH:17]1([C:2]2[CH:3]=[N:4][CH:5]=[CH:6][C:7]=2[N:8]2[CH2:13][CH2:12][CH:11]([C:14]([NH2:16])=[O:15])[CH2:10][CH2:9]2)[CH2:19][CH2:18]1. (3) Given the reactants [F:1][CH:2]([F:16])[CH2:3][O:4][C:5]1[C:10]([CH3:11])=[CH:9][C:8]([C:12](=O)[CH3:13])=[CH:7][C:6]=1[CH3:15].[CH3:17][C:18]([S@:21]([NH2:23])=[O:22])([CH3:20])[CH3:19], predict the reaction product. The product is: [F:1][CH:2]([F:16])[CH2:3][O:4][C:5]1[C:10]([CH3:11])=[CH:9][C:8]([CH:12]([NH:23][S@@:21]([C:18]([CH3:20])([CH3:19])[CH3:17])=[O:22])[CH3:13])=[CH:7][C:6]=1[CH3:15]. (4) Given the reactants [CH3:1][O:2][CH:3]([O:6][CH3:7])[CH2:4]Cl.[C:8]([O-:16])(=[O:15])[C:9]1[CH:14]=[CH:13][CH:12]=[CH:11][CH:10]=1.[K+].[I-].[K+].CN(C)C=O, predict the reaction product. The product is: [CH3:1][O:2][CH:3]([O:6][CH3:7])[CH2:4][O:16][C:8](=[O:15])[C:9]1[CH:14]=[CH:13][CH:12]=[CH:11][CH:10]=1. (5) The product is: [CH3:21][C:20]([CH3:23])([CH3:22])[C:24]#[C:25][C:27]1[CH:36]=[C:35]2[C:30]([CH:31]3[CH2:37][CH:34]2[CH2:33][CH2:32]3)=[CH:29][C:28]=1[CH:38]=[O:39]. Given the reactants C1(P(C2C=CC=CC=2)C2C=CC=CC=2)C=CC=CC=1.[C:20]([C:24]#[CH:25])([CH3:23])([CH3:22])[CH3:21].Br[C:27]1[CH:36]=[C:35]2[C:30]([CH:31]3[CH2:37][CH:34]2[CH2:33][CH2:32]3)=[CH:29][C:28]=1[CH:38]=[O:39], predict the reaction product.